From a dataset of Catalyst prediction with 721,799 reactions and 888 catalyst types from USPTO. Predict which catalyst facilitates the given reaction. (1) The catalyst class is: 6. Reactant: [NH2:1][C:2]1[C:3](=[O:12])[N:4]([CH3:11])[C:5](=[O:10])[N:6]([CH3:9])[C:7]=1[CH3:8].Cl.[N:14]([O-])=O.[Na+]. Product: [CH3:9][N:6]1[C:7]2[CH:8]=[N:14][NH:1][C:2]=2[C:3](=[O:12])[N:4]([CH3:11])[C:5]1=[O:10]. (2) Reactant: C[O:2][C:3]([C:5]1[C:6]2[C:20]([CH3:21])=[N:19][NH:18][C:7]=2[N:8]=[C:9]([C:11]2[CH:16]=[CH:15][C:14]([OH:17])=[CH:13][CH:12]=2)[CH:10]=1)=[O:4].[OH-:22].[Na+].Cl. Product: [OH:17][C:14]1[CH:15]=[CH:16][C:11]([C:9]2[CH:10]=[C:5]([C:3]([OH:2])=[O:4])[C:6]3[C:20]([CH3:21])=[N:19][N:18]([CH:7]4[CH2:6][CH2:5][CH2:10][CH2:9][O:22]4)[C:7]=3[N:8]=2)=[CH:12][CH:13]=1. The catalyst class is: 32. (3) Reactant: [CH3:1][O:2][C:3](=[O:24])[NH:4][C:5]1[CH:10]=[CH:9][C:8]([O:11][CH:12]([CH3:14])[CH3:13])=[C:7]([CH2:15][NH:16]C(OC(C)(C)C)=O)[CH:6]=1.[F:25][C:26]([F:31])([F:30])[C:27]([OH:29])=[O:28]. Product: [F:25][C:26]([F:31])([F:30])[C:27]([OH:29])=[O:28].[NH2:16][CH2:15][C:7]1[CH:6]=[C:5]([NH:4][C:3](=[O:24])[O:2][CH3:1])[CH:10]=[CH:9][C:8]=1[O:11][CH:12]([CH3:14])[CH3:13]. The catalyst class is: 2. (4) Reactant: Br[C:2]1[CH:7]=[CH:6][N:5]([CH2:8][C:9]([OH:12])([CH3:11])[CH3:10])[C:4](=[O:13])[CH:3]=1.[B:14]1([B:14]2[O:18][C:17]([CH3:20])([CH3:19])[C:16]([CH3:22])([CH3:21])[O:15]2)[O:18][C:17]([CH3:20])([CH3:19])[C:16]([CH3:22])([CH3:21])[O:15]1.CC([O-])=O.[K+]. Product: [OH:12][C:9]([CH3:11])([CH3:10])[CH2:8][N:5]1[CH:6]=[CH:7][C:2]([B:14]2[O:18][C:17]([CH3:20])([CH3:19])[C:16]([CH3:22])([CH3:21])[O:15]2)=[CH:3][C:4]1=[O:13]. The catalyst class is: 294. (5) Product: [CH3:35][C:11]1([CH3:36])[C:12]2[C:17](=[CH:16][C:15]([CH:18]([CH2:30][CH2:31][CH2:32][CH2:33][CH3:34])[C:19]#[C:20][C:21]3[CH:22]=[CH:23][C:24]([C:27]([OH:29])=[O:28])=[CH:25][CH:26]=3)=[CH:14][CH:13]=2)[NH:8][CH2:9][CH2:10]1. Reactant: C(OC([N:8]1[C:17]2[C:12](=[CH:13][CH:14]=[C:15]([CH:18]([CH2:30][CH2:31][CH2:32][CH2:33][CH3:34])[C:19]#[C:20][C:21]3[CH:26]=[CH:25][C:24]([C:27]([OH:29])=[O:28])=[CH:23][CH:22]=3)[CH:16]=2)[C:11]([CH3:36])([CH3:35])[CH2:10][CH2:9]1)=O)(C)(C)C. The catalyst class is: 631.